Dataset: Full USPTO retrosynthesis dataset with 1.9M reactions from patents (1976-2016). Task: Predict the reactants needed to synthesize the given product. (1) Given the product [C:15]1([C:18]2[CH:23]=[CH:22][CH:21]=[CH:20][CH:19]=2)[CH:14]=[CH:13][C:12]([NH:11][CH2:10][C:8]2[CH:9]=[C:5]([C:3]([OH:4])=[O:2])[O:6][C:7]=2[CH3:24])=[CH:17][CH:16]=1, predict the reactants needed to synthesize it. The reactants are: C[O:2][C:3]([C:5]1[O:6][C:7]([CH3:24])=[C:8]([CH2:10][NH:11][C:12]2[CH:17]=[CH:16][C:15]([C:18]3[CH:23]=[CH:22][CH:21]=[CH:20][CH:19]=3)=[CH:14][CH:13]=2)[CH:9]=1)=[O:4]. (2) Given the product [F:24][C:18]1[C:17]([C:13]2[CH:12]=[C:11]([N:9]3[CH:10]=[C:6]([C:4]([C:28]4[N:27]([CH3:26])[CH:31]=[CH:30][N:29]=4)=[O:5])[N:7]=[CH:8]3)[CH:16]=[CH:15][CH:14]=2)=[C:22]([F:23])[CH:21]=[CH:20][N:19]=1, predict the reactants needed to synthesize it. The reactants are: CON(C)[C:4]([C:6]1[N:7]=[CH:8][N:9]([C:11]2[CH:16]=[CH:15][CH:14]=[C:13]([C:17]3[C:18]([F:24])=[N:19][CH:20]=[CH:21][C:22]=3[F:23])[CH:12]=2)[CH:10]=1)=[O:5].[CH3:26][N:27]1[CH:31]=[CH:30][N:29]=[CH:28]1.